This data is from Reaction yield outcomes from USPTO patents with 853,638 reactions. The task is: Predict the reaction yield, written as a fraction of the theoretical maximum amount of product (1.0 means a 100% yield; for example, 0.34 means a 34% yield). (1) The reactants are Br[CH2:2][C:3](OC1C=CC=CC=1)=[O:4].[NH2:12][C@@H:13]([C:16]1[CH:21]=[CH:20][CH:19]=[CH:18][CH:17]=1)[CH2:14][OH:15].C(N(C(C)C)CC)(C)C. The catalyst is C(#N)C. The product is [C:16]1([C@@H:13]2[NH:12][CH2:2][C:3](=[O:4])[O:15][CH2:14]2)[CH:21]=[CH:20][CH:19]=[CH:18][CH:17]=1. The yield is 0.690. (2) The reactants are [OH-].[Na+].[Cl:3][C:4]1[CH:5]=[C:6]2[C:11](=[CH:12][CH:13]=1)[CH:10]=[C:9]([S:14][CH2:15][C@@H:16]([OH:21])[C:17]([O:19]C)=[O:18])[CH:8]=[CH:7]2. The catalyst is O.C(O)C. The product is [Cl:3][C:4]1[CH:5]=[C:6]2[C:11](=[CH:12][CH:13]=1)[CH:10]=[C:9]([S:14][CH2:15][C@@H:16]([OH:21])[C:17]([OH:19])=[O:18])[CH:8]=[CH:7]2. The yield is 0.970. (3) The reactants are [Cl:1][C:2]1[CH:24]=[CH:23][CH:22]=[C:21]([Cl:25])[C:3]=1[C:4]([NH:6][C@H:7]([C:18]([OH:20])=[O:19])[CH2:8][C:9]1[CH:14]=[CH:13][C:12]([N+:15]([O-:17])=[O:16])=[CH:11][CH:10]=1)=[O:5].CS(O)(=O)=O.[CH3:31][CH:32](O)[CH3:33]. No catalyst specified. The product is [CH:32]([O:19][C:18](=[O:20])[C@H:7]([CH2:8][C:9]1[CH:10]=[CH:11][C:12]([N+:15]([O-:17])=[O:16])=[CH:13][CH:14]=1)[NH:6][C:4](=[O:5])[C:3]1[C:2]([Cl:1])=[CH:24][CH:23]=[CH:22][C:21]=1[Cl:25])([CH3:33])[CH3:31]. The yield is 0.960. (4) The reactants are C[O:2][C:3](=[O:24])[C:4]1[CH:9]=[C:8]([C:10]2[S:11][CH:12]=[C:13]([C:15]3[CH:20]=[CH:19][C:18]([Cl:21])=[C:17]([Cl:22])[CH:16]=3)[N:14]=2)[CH:7]=[CH:6][C:5]=1Br.[CH3:25][C:26]1[CH:31]=[C:30]([C:32]#[N:33])[CH:29]=[CH:28][C:27]=1B(O)O. No catalyst specified. The product is [C:32]([C:30]1[CH:29]=[CH:28][C:27]([C:5]2[C:4]([C:3]([OH:2])=[O:24])=[CH:9][C:8]([C:10]3[S:11][CH:12]=[C:13]([C:15]4[CH:20]=[CH:19][C:18]([Cl:21])=[C:17]([Cl:22])[CH:16]=4)[N:14]=3)=[CH:7][CH:6]=2)=[C:26]([CH3:25])[CH:31]=1)#[N:33]. The yield is 0.140. (5) The reactants are O=P(Cl)(Cl)Cl.[N+:6]([C:9]1[CH:14]=[CH:13][CH:12]=[CH:11][C:10]=1[C:15]1[N:16]=[C:17]2[CH:22]=[CH:21][CH:20]=[CH:19][N:18]2[CH:23]=1)([O-:8])=[O:7].CN([CH:27]=[O:28])C. The catalyst is [OH-].[Na+]. The product is [N+:6]([C:9]1[CH:14]=[CH:13][CH:12]=[CH:11][C:10]=1[C:15]1[N:16]=[C:17]2[CH:22]=[CH:21][CH:20]=[CH:19][N:18]2[C:23]=1[CH:27]=[O:28])([O-:8])=[O:7]. The yield is 0.920.